Dataset: Reaction yield outcomes from USPTO patents with 853,638 reactions. Task: Predict the reaction yield, written as a fraction of the theoretical maximum amount of product (1.0 means a 100% yield; for example, 0.34 means a 34% yield). The reactants are [C:1]1([C:7]2[N:11]=[CH:10][N:9]([CH2:12][CH2:13]C(O)=O)[N:8]=2)[CH:6]=[CH:5][CH:4]=[CH:3][CH:2]=1.P(N=[N+]=[N-])(=O)([O:25][C:26]1C=CC=CC=1)OC1C=CC=CC=1.C([N:38](CC)CC)C.[C:43]([OH:47])([CH3:46])([CH3:45])[CH3:44]. No catalyst specified. The product is [C:1]1([C:7]2[N:11]=[CH:10][N:9]([CH2:12][CH2:13][NH:38][C:26](=[O:25])[O:47][C:43]([CH3:46])([CH3:45])[CH3:44])[N:8]=2)[CH:2]=[CH:3][CH:4]=[CH:5][CH:6]=1. The yield is 0.141.